This data is from NCI-60 drug combinations with 297,098 pairs across 59 cell lines. The task is: Regression. Given two drug SMILES strings and cell line genomic features, predict the synergy score measuring deviation from expected non-interaction effect. (1) Drug 1: CS(=O)(=O)OCCCCOS(=O)(=O)C. Drug 2: COC1=C2C(=CC3=C1OC=C3)C=CC(=O)O2. Cell line: NCI-H226. Synergy scores: CSS=-1.02, Synergy_ZIP=1.91, Synergy_Bliss=1.32, Synergy_Loewe=-1.37, Synergy_HSA=-2.15. (2) Cell line: OVCAR-8. Drug 1: C1=CC(=CC=C1CCCC(=O)O)N(CCCl)CCCl. Synergy scores: CSS=36.0, Synergy_ZIP=-4.37, Synergy_Bliss=-5.16, Synergy_Loewe=-7.01, Synergy_HSA=-2.74. Drug 2: C1=NC2=C(N1)C(=S)N=C(N2)N.